Dataset: Full USPTO retrosynthesis dataset with 1.9M reactions from patents (1976-2016). Task: Predict the reactants needed to synthesize the given product. (1) Given the product [C:1]([C:5]1[CH:10]=[CH:9][C:8]([C:11]2[CH:12]=[CH:13][C:14](/[C:17](/[CH3:21])=[CH:18]/[CH2:19][O:20][C:35]3[CH:34]=[CH:33][C:32]([CH2:31][C@H:25]([O:24][CH2:22][CH3:23])[C:26]([O:28][CH2:29][CH3:30])=[O:27])=[CH:37][CH:36]=3)=[CH:15][CH:16]=2)=[CH:7][CH:6]=1)([CH3:4])([CH3:2])[CH3:3], predict the reactants needed to synthesize it. The reactants are: [C:1]([C:5]1[CH:10]=[CH:9][C:8]([C:11]2[CH:16]=[CH:15][C:14](/[C:17](/[CH3:21])=[CH:18]/[CH2:19][OH:20])=[CH:13][CH:12]=2)=[CH:7][CH:6]=1)([CH3:4])([CH3:3])[CH3:2].[CH2:22]([O:24][C@@H:25]([CH2:31][C:32]1[CH:37]=[CH:36][C:35](O)=[CH:34][CH:33]=1)[C:26]([O:28][CH2:29][CH3:30])=[O:27])[CH3:23]. (2) Given the product [CH3:13][O:14][C:2]1[N:7]=[C:6]([CH3:8])[C:5]([O:9][CH2:10][O:11][CH3:12])=[CH:4][CH:3]=1, predict the reactants needed to synthesize it. The reactants are: I[C:2]1[N:7]=[C:6]([CH3:8])[C:5]([O:9][CH2:10][O:11][CH3:12])=[CH:4][CH:3]=1.[CH3:13][O-:14].[Na+]. (3) Given the product [ClH:1].[Cl:8][C:6]1[N:5]=[CH:4][N:3]=[C:2]([NH:16][C:15]2[CH:17]=[CH:18][C:12]([N+:9]([O-:11])=[O:10])=[CH:13][CH:14]=2)[CH:7]=1, predict the reactants needed to synthesize it. The reactants are: [Cl:1][C:2]1[CH:7]=[C:6]([Cl:8])[N:5]=[CH:4][N:3]=1.[N+:9]([C:12]1[CH:18]=[CH:17][C:15]([NH2:16])=[CH:14][CH:13]=1)([O-:11])=[O:10].Cl. (4) Given the product [F:34][C:31]1[CH:30]=[CH:29][C:28]([N:25]2[CH2:24][CH2:23][N:22]([C:20](=[O:21])[CH2:19][N:5]3[C:6]([CH3:7])=[C:2]([Br:1])[C:3]([C:8]([F:9])([F:11])[F:10])=[N:4]3)[CH2:27][CH2:26]2)=[CH:33][CH:32]=1, predict the reactants needed to synthesize it. The reactants are: [Br:1][C:2]1[C:3]([C:8]([F:11])([F:10])[F:9])=[N:4][NH:5][C:6]=1[CH3:7].C([O-])([O-])=O.[K+].[K+].Cl[CH2:19][C:20]([N:22]1[CH2:27][CH2:26][N:25]([C:28]2[CH:33]=[CH:32][C:31]([F:34])=[CH:30][CH:29]=2)[CH2:24][CH2:23]1)=[O:21].CN(C=O)C.